This data is from Forward reaction prediction with 1.9M reactions from USPTO patents (1976-2016). The task is: Predict the product of the given reaction. Given the reactants [CH3:1][O:2][C:3]([CH:5]1[C:9](=O)[CH2:8][CH2:7][CH2:6]1)=[O:4].C([O-])=O.[NH4+:14], predict the reaction product. The product is: [NH2:14][C:9]1[CH2:8][CH2:7][CH2:6][C:5]=1[C:3]([O:2][CH3:1])=[O:4].